This data is from NCI-60 drug combinations with 297,098 pairs across 59 cell lines. The task is: Regression. Given two drug SMILES strings and cell line genomic features, predict the synergy score measuring deviation from expected non-interaction effect. (1) Drug 1: CC1=C2C(C(=O)C3(C(CC4C(C3C(C(C2(C)C)(CC1OC(=O)C(C(C5=CC=CC=C5)NC(=O)OC(C)(C)C)O)O)OC(=O)C6=CC=CC=C6)(CO4)OC(=O)C)OC)C)OC. Drug 2: C1=CC(=CC=C1CC(C(=O)O)N)N(CCCl)CCCl.Cl. Cell line: UO-31. Synergy scores: CSS=33.4, Synergy_ZIP=-2.05, Synergy_Bliss=-1.42, Synergy_Loewe=-32.5, Synergy_HSA=-0.103. (2) Synergy scores: CSS=3.28, Synergy_ZIP=-1.72, Synergy_Bliss=-1.97, Synergy_Loewe=-3.28, Synergy_HSA=-1.84. Drug 1: CNC(=O)C1=CC=CC=C1SC2=CC3=C(C=C2)C(=NN3)C=CC4=CC=CC=N4. Drug 2: C1=CC(=CC=C1C#N)C(C2=CC=C(C=C2)C#N)N3C=NC=N3. Cell line: EKVX.